Task: Regression/Classification. Given a drug SMILES string, predict its absorption, distribution, metabolism, or excretion properties. Task type varies by dataset: regression for continuous measurements (e.g., permeability, clearance, half-life) or binary classification for categorical outcomes (e.g., BBB penetration, CYP inhibition). Dataset: b3db_classification.. Dataset: Blood-brain barrier permeability classification from the B3DB database (1) The compound is c1ccc(CN(CC2=NCCN2)c2ccccc2)cc1. The result is 0 (does not penetrate BBB). (2) The drug is NNO. The result is 1 (penetrates BBB).